From a dataset of Catalyst prediction with 721,799 reactions and 888 catalyst types from USPTO. Predict which catalyst facilitates the given reaction. (1) Reactant: [NH2:1][CH:2]([C:32]#[N:33])[CH2:3][C@H:4]1[CH2:15][CH2:14][C:13]2[S:12][C:11]3[N:10]=[CH:9][N:8]=[C:7]([O:16][CH:17]4[CH2:22][CH2:21][CH:20]([N:23]([CH3:31])[C:24](=[O:30])[O:25][C:26]([CH3:29])([CH3:28])[CH3:27])[CH2:19][CH2:18]4)[C:6]=3[C:5]1=2.C(N(CC)CC)C.Cl[C:42]([O:44][CH2:45][C:46]1[CH:51]=[CH:50][CH:49]=[CH:48][CH:47]=1)=[O:43]. Product: [C:26]([O:25][C:24]([N:23]([CH3:31])[CH:20]1[CH2:19][CH2:18][CH:17]([O:16][C:7]2[C:6]3[C:5]4[C@@H:4]([CH2:3][CH:2]([NH:1][C:42](=[O:43])[O:44][CH2:45][C:46]5[CH:51]=[CH:50][CH:49]=[CH:48][CH:47]=5)[C:32]#[N:33])[CH2:15][CH2:14][C:13]=4[S:12][C:11]=3[N:10]=[CH:9][N:8]=2)[CH2:22][CH2:21]1)=[O:30])([CH3:29])([CH3:27])[CH3:28]. The catalyst class is: 4. (2) Reactant: P(Cl)(Cl)(Cl)=O.[Br:6][C:7]1[CH:15]=[CH:14][C:10]([C:11]([NH2:13])=O)=[CH:9][C:8]=1[C:16]([NH2:18])=O. Product: [Br:6][C:7]1[CH:15]=[CH:14][C:10]([C:11]#[N:13])=[CH:9][C:8]=1[C:16]#[N:18]. The catalyst class is: 3. (3) Reactant: [C:1]([CH2:4][CH2:5][C:6]([NH:8][C:9]1[CH:18]=[CH:17][C:12]([C:13]([O:15]C)=O)=[C:11]([OH:19])[CH:10]=1)=[O:7])([OH:3])=[O:2].[CH2:20]([NH2:26])[CH2:21][CH2:22][CH2:23][CH2:24][CH3:25]. Product: [CH2:20]([NH:26][C:13](=[O:15])[C:12]1[CH:17]=[CH:18][C:9]([NH:8][C:6](=[O:7])[CH2:5][CH2:4][C:1]([OH:3])=[O:2])=[CH:10][C:11]=1[OH:19])[CH2:21][CH2:22][CH2:23][CH2:24][CH3:25]. The catalyst class is: 5. (4) Product: [F:1][CH2:2][CH2:3][O:5][CH2:55][C:49]1[CH:50]=[C:51]([CH2:53][OH:54])[CH:52]=[C:47]([O:46][CH3:45])[CH:48]=1. The catalyst class is: 248. Reactant: [F:1][C:2](F)(F)[C:3]([OH:5])=O.C(C1C=CC(NC(C2C=C(OC)C(OC)=CC=2F)C2NC(=O)N(C3C=CC=CC=3C(O)=O)N=2)=CC=1)(=N)N.[CH3:45][O:46][C:47]1[CH:48]=[C:49]([CH2:55]O)[CH:50]=[C:51]([CH2:53][OH:54])[CH:52]=1.[H-].[Na+].FCCI. (5) Reactant: [CH:1]1([C:7]([N:9]2[CH2:14][CH2:13][CH:12]([NH:15][C:16]3[CH:17]=[C:18]4[C:22](=[CH:23][CH:24]=3)[NH:21][N:20]=[CH:19]4)[CH2:11][CH2:10]2)=O)[CH2:6][CH2:5][CH2:4][CH2:3][CH2:2]1.[H-].[Al+3].[Li+].[H-].[H-].[H-].O.[OH-].[Na+]. Product: [CH:1]1([CH2:7][N:9]2[CH2:14][CH2:13][CH:12]([NH:15][C:16]3[CH:17]=[C:18]4[C:22](=[CH:23][CH:24]=3)[NH:21][N:20]=[CH:19]4)[CH2:11][CH2:10]2)[CH2:2][CH2:3][CH2:4][CH2:5][CH2:6]1. The catalyst class is: 7. (6) Reactant: [Cl-].[Al+3].[Cl-].[Cl-].[F:5][C:6]1[CH:7]=[C:8]([CH:11]=[C:12]([O:15]C)[C:13]=1[OH:14])[CH:9]=[O:10].N1C=CC=CC=1.Cl. Product: [F:5][C:6]1[CH:7]=[C:8]([CH:11]=[C:12]([OH:15])[C:13]=1[OH:14])[CH:9]=[O:10]. The catalyst class is: 4.